This data is from NCI-60 drug combinations with 297,098 pairs across 59 cell lines. The task is: Regression. Given two drug SMILES strings and cell line genomic features, predict the synergy score measuring deviation from expected non-interaction effect. Drug 1: CNC(=O)C1=NC=CC(=C1)OC2=CC=C(C=C2)NC(=O)NC3=CC(=C(C=C3)Cl)C(F)(F)F. Drug 2: CC(C)NC(=O)C1=CC=C(C=C1)CNNC.Cl. Cell line: EKVX. Synergy scores: CSS=2.18, Synergy_ZIP=1.87, Synergy_Bliss=4.55, Synergy_Loewe=3.89, Synergy_HSA=1.60.